From a dataset of Catalyst prediction with 721,799 reactions and 888 catalyst types from USPTO. Predict which catalyst facilitates the given reaction. (1) Reactant: [O:1]1[CH2:6][CH:5]=[C:4]([C:7]2[N:11]([CH3:12])[N:10]=[CH:9][C:8]=2[N+:13]([O-])=O)[CH2:3][CH2:2]1. Product: [CH3:12][N:11]1[C:7]([CH:4]2[CH2:5][CH2:6][O:1][CH2:2][CH2:3]2)=[C:8]([NH2:13])[CH:9]=[N:10]1. The catalyst class is: 19. (2) Reactant: [CH3:1][NH:2][CH3:3].Cl.[CH2:5]([O:7][CH:8]([O:10][CH:11]([CH:19]1[CH2:24][CH2:23][C:22](=O)[CH2:21][CH2:20]1)[CH2:12][C:13]1[CH:18]=[CH:17][CH:16]=[CH:15][CH:14]=1)[CH3:9])[CH3:6].[C-:26]#[N:27].[K+]. Product: [CH3:1][N:2]([CH3:3])[C:22]1([C:26]#[N:27])[CH2:23][CH2:24][CH:19]([CH:11]([O:10][CH:8]([O:7][CH2:5][CH3:6])[CH3:9])[CH2:12][C:13]2[CH:18]=[CH:17][CH:16]=[CH:15][CH:14]=2)[CH2:20][CH2:21]1. The catalyst class is: 364.